This data is from Full USPTO retrosynthesis dataset with 1.9M reactions from patents (1976-2016). The task is: Predict the reactants needed to synthesize the given product. Given the product [CH2:1]([N:3]1[C:12]2[C:7](=[CH:8][C:9]([C:13]3[CH:14]=[N:15][C:16]([NH:28][C:29](=[O:33])[NH:30][CH2:31][CH3:32])=[CH:17][C:18]=3[C:19]3[S:20][CH:21]=[C:22]([C:24]([F:26])([F:27])[F:25])[N:23]=3)=[CH:10][N:11]=2)[C:6](=[O:34])[C:5]([C:35]([OH:37])=[O:36])=[CH:4]1)[CH3:2], predict the reactants needed to synthesize it. The reactants are: [CH2:1]([N:3]1[C:12]2[C:7](=[CH:8][C:9]([C:13]3[CH:14]=[N:15][C:16]([NH:28][C:29](=[O:33])[NH:30][CH2:31][CH3:32])=[CH:17][C:18]=3[C:19]3[S:20][CH:21]=[C:22]([C:24]([F:27])([F:26])[F:25])[N:23]=3)=[CH:10][N:11]=2)[C:6](=[O:34])[C:5]([C:35]([O:37]CC)=[O:36])=[CH:4]1)[CH3:2].